Dataset: Full USPTO retrosynthesis dataset with 1.9M reactions from patents (1976-2016). Task: Predict the reactants needed to synthesize the given product. (1) Given the product [Si:12]([O:11][C:8]([C:5]1[CH:4]=[CH:3][C:2]([B:28]2[O:32][C:31]([CH3:34])([CH3:33])[C:30]([CH3:36])([CH3:35])[O:29]2)=[CH:7][N:6]=1)([CH3:10])[CH3:9])([C:15]([CH3:18])([CH3:17])[CH3:16])([CH3:14])[CH3:13], predict the reactants needed to synthesize it. The reactants are: Br[C:2]1[CH:3]=[CH:4][C:5]([C:8]([O:11][Si:12]([C:15]([CH3:18])([CH3:17])[CH3:16])([CH3:14])[CH3:13])([CH3:10])[CH3:9])=[N:6][CH:7]=1.C([Li])CCC.C(O[B:28]1[O:32][C:31]([CH3:34])([CH3:33])[C:30]([CH3:36])([CH3:35])[O:29]1)(C)C. (2) The reactants are: [CH3:1][O:2][C:3]1[CH:8]=[CH:7][C:6]([C:9](=[O:15])[CH2:10][CH2:11][CH2:12][CH2:13][CH3:14])=[CH:5][CH:4]=1.[Br-:16]. Given the product [Br:16][CH:10]([CH2:11][CH2:12][CH2:13][CH3:14])[C:9]([C:6]1[CH:7]=[CH:8][C:3]([O:2][CH3:1])=[CH:4][CH:5]=1)=[O:15], predict the reactants needed to synthesize it. (3) Given the product [F:23][C:20]1[CH:21]=[CH:22][C:17]([NH:16][C:13]2[O:12][C:11]([C:9]3[NH:8][C:7]4[CH:6]=[CH:5][C:4]([C@H:24]5[CH2:29][CH2:28][C@H:27]([O:30][CH2:31][CH2:32][C:33]([O:35][CH3:36])=[O:34])[CH2:26][CH2:25]5)=[CH:3][C:2]=4[N:1]=3)=[N:15][N:14]=2)=[CH:18][CH:19]=1, predict the reactants needed to synthesize it. The reactants are: [NH2:1][C:2]1[CH:3]=[C:4]([C@H:24]2[CH2:29][CH2:28][C@H:27]([O:30][CH2:31][CH2:32][C:33]([O:35][CH3:36])=[O:34])[CH2:26][CH2:25]2)[CH:5]=[CH:6][C:7]=1[NH:8][C:9]([C:11]1[O:12][C:13]([NH:16][C:17]2[CH:22]=[CH:21][C:20]([F:23])=[CH:19][CH:18]=2)=[N:14][N:15]=1)=O. (4) Given the product [Cl:27][C:24]1[CH:25]=[CH:26][C:21]([S:20][C:4]2[C:3]3[C:2]([C:36]4[C:40]([CH3:41])=[CH:39][S:38][CH:37]=4)=[CH:10][C:9]([F:11])=[CH:8][C:7]=3[N:6]3[CH2:12][CH2:13][CH:14]([CH2:15][C:16]([OH:18])=[O:17])[C:5]=23)=[CH:22][CH:23]=1, predict the reactants needed to synthesize it. The reactants are: Br[C:2]1[C:3]2[C:4]([S:20][C:21]3[CH:26]=[CH:25][C:24]([Cl:27])=[CH:23][CH:22]=3)=[C:5]3[CH:14]([CH2:15][C:16]([O:18]C)=[O:17])[CH2:13][CH2:12][N:6]3[C:7]=2[CH:8]=[C:9]([F:11])[CH:10]=1.CC1(C)C(C)(C)OB([C:36]2[C:40]([CH3:41])=[CH:39][S:38][CH:37]=2)O1. (5) Given the product [CH3:1][O:2][C:3]1[CH:4]=[C:5]2[C:10](=[CH:11][C:12]=1[O:13][CH3:14])[N:9]=[CH:8][N:7]=[C:6]2[O:15][C:16]1[CH:22]=[CH:21][C:19]([NH:20][C:30]([NH:41][CH2:40][CH2:39][N:34]2[CH2:38][CH2:37][CH2:36][CH2:35]2)=[S:31])=[CH:18][CH:17]=1, predict the reactants needed to synthesize it. The reactants are: [CH3:1][O:2][C:3]1[CH:4]=[C:5]2[C:10](=[CH:11][C:12]=1[O:13][CH3:14])[N:9]=[CH:8][N:7]=[C:6]2[O:15][C:16]1[CH:22]=[CH:21][C:19]([NH2:20])=[CH:18][CH:17]=1.C(N(CC)CC)C.[C:30](Cl)(Cl)=[S:31].[N:34]1([CH2:39][CH2:40][NH2:41])[CH2:38][CH2:37][CH2:36][CH2:35]1. (6) The reactants are: NC1SC(C2C=CC(Cl)=CC=2)=C(C)C=1C(N)=O.[NH2:18][C:19]([NH:21][C:22]1[S:23][C:24]([C:31]2[CH:36]=[CH:35][C:34]([Cl:37])=[CH:33][CH:32]=2)=[C:25]([CH3:30])[C:26]=1[C:27]([NH2:29])=[O:28])=[O:20].ClC(Cl)(Cl)C(N=C=O)=O.N. Given the product [NH2:18][C:19]([NH:21][C:22]1[S:23][C:24]([C:31]2[CH:32]=[CH:33][C:34]([Cl:37])=[CH:35][CH:36]=2)=[C:25]([CH3:30])[C:26]=1[C:27]([NH2:29])=[O:28])=[O:20], predict the reactants needed to synthesize it. (7) Given the product [Br:9][C:5]1[CH:4]=[C:3]([OH:10])[C:2]2[N:1]=[CH:11][CH:13]=[N:8][C:7]=2[CH:6]=1, predict the reactants needed to synthesize it. The reactants are: [NH2:1][C:2]1[C:7]([NH2:8])=[CH:6][C:5]([Br:9])=[CH:4][C:3]=1[OH:10].[CH:11]([CH:13]=O)=O. (8) Given the product [NH2:33][C:25]1[N:24]=[C:23]([C:22]2[N:11]3[CH:12]=[CH:13][C:14]([CH:16]([OH:21])[CH2:17][N:18]([CH3:20])[CH3:19])=[CH:15][C:10]3=[N:9][C:8]=2[C:5]2[CH:6]=[CH:7][C:2]([F:1])=[CH:3][CH:4]=2)[CH:28]=[CH:27][N:26]=1, predict the reactants needed to synthesize it. The reactants are: [F:1][C:2]1[CH:7]=[CH:6][C:5]([C:8]2[N:9]=[C:10]3[CH:15]=[C:14]([CH:16]([OH:21])[CH2:17][N:18]([CH3:20])[CH3:19])[CH:13]=[CH:12][N:11]3[C:22]=2[C:23]2[CH:28]=[CH:27][N:26]=[C:25](S(C)(=O)=O)[N:24]=2)=[CH:4][CH:3]=1.[NH3:33].